This data is from Reaction yield outcomes from USPTO patents with 853,638 reactions. The task is: Predict the reaction yield, written as a fraction of the theoretical maximum amount of product (1.0 means a 100% yield; for example, 0.34 means a 34% yield). The reactants are [F:1][C:2]1[CH:11]=[CH:10][C:9]2[O:8][CH2:7][C:6]3[CH:12]=[C:13]([C:15](Cl)=[O:16])[S:14][C:5]=3[C:4]=2[CH:3]=1.[F:18][C:19]1[CH:25]=[C:24]([F:26])[CH:23]=[CH:22][C:20]=1[NH2:21].N1C=CC=C[CH:28]=1. The catalyst is CN(C1C=CN=CC=1)C.C(Cl)Cl. The product is [F:18][C:19]1[CH:25]=[C:24]([F:26])[CH:23]=[CH:22][C:20]=1[N:21]([CH3:28])[C:15]([C:13]1[S:14][C:5]2[C:4]3[CH:3]=[C:2]([F:1])[CH:11]=[CH:10][C:9]=3[O:8][CH2:7][C:6]=2[CH:12]=1)=[O:16]. The yield is 0.310.